From a dataset of Forward reaction prediction with 1.9M reactions from USPTO patents (1976-2016). Predict the product of the given reaction. Given the reactants [N+:1]([C:4]1[CH:9]=[CH:8][CH:7]=[C:6]([NH2:10])[C:5]=1[NH2:11])([O-:3])=[O:2].[CH3:12][C:13](=O)CC(=O)C, predict the reaction product. The product is: [CH3:12][C:13]1[NH:10][C:6]2[CH:7]=[CH:8][CH:9]=[C:4]([N+:1]([O-:3])=[O:2])[C:5]=2[N:11]=1.